Dataset: Forward reaction prediction with 1.9M reactions from USPTO patents (1976-2016). Task: Predict the product of the given reaction. (1) The product is: [CH3:1][N:2]1[CH:10]=[C:9]2[C:4]([C:5]([CH2:11][NH2:12])=[CH:6][CH:7]=[CH:8]2)=[N:3]1. Given the reactants [CH3:1][N:2]1[CH:10]=[C:9]2[C:4]([C:5]([C:11]#[N:12])=[CH:6][CH:7]=[CH:8]2)=[N:3]1, predict the reaction product. (2) Given the reactants FC1C=C2C(C(I)=CN2S(C2C=CC=CC=2)(=O)=O)=CC=1.[F:21][C:22]1[CH:30]=[C:29]2[C:25]([C:26]([C:40]3[CH:49]=[CH:48][C:43]4[NH:44][C:45]([CH3:47])=[N:46][C:42]=4[CH:41]=3)=[CH:27][N:28]2S(C2C=CC=CC=2)(=O)=O)=[CH:24][CH:23]=1, predict the reaction product. The product is: [F:21][C:22]1[CH:30]=[C:29]2[C:25]([C:26]([C:40]3[CH:49]=[CH:48][C:43]4[NH:44][C:45]([CH3:47])=[N:46][C:42]=4[CH:41]=3)=[CH:27][NH:28]2)=[CH:24][CH:23]=1. (3) The product is: [Cl:1][C:2]1[CH:7]=[CH:6][CH:5]=[CH:4][C:3]=1[S:8]([C@H:11]1[CH2:15][N:14]([C:35]([CH:32]2[CH2:33][CH2:34][N:31]2[CH:28]2[CH2:29][CH2:30][C:25]([F:38])([F:24])[CH2:26][CH2:27]2)=[O:36])[C@H:13]([C:16]([NH:18][C:19]2([C:22]#[N:23])[CH2:21][CH2:20]2)=[O:17])[CH2:12]1)(=[O:10])=[O:9]. Given the reactants [Cl:1][C:2]1[CH:7]=[CH:6][CH:5]=[CH:4][C:3]=1[S:8]([C@H:11]1[CH2:15][NH:14][C@H:13]([C:16]([NH:18][C:19]2([C:22]#[N:23])[CH2:21][CH2:20]2)=[O:17])[CH2:12]1)(=[O:10])=[O:9].[F:24][C:25]1([F:38])[CH2:30][CH2:29][CH:28]([N:31]2[CH2:34][CH2:33][CH:32]2[C:35]([O-])=[O:36])[CH2:27][CH2:26]1.[Li+], predict the reaction product. (4) Given the reactants [F:1][C:2]1[CH:11]=[CH:10][C:9]([O:12][CH2:13][CH2:14][CH3:15])=[C:8]2[C:3]=1[C:4](=[O:25])[C:5]([C:16]1[CH:24]=[CH:23][C:19]([C:20](O)=[O:21])=[CH:18][CH:17]=1)=[CH:6][NH:7]2.[NH:26]1[CH2:31][CH2:30][O:29][CH2:28][CH2:27]1.CCN=C=NCCCN(C)C.C1C=CC2N(O)N=NC=2C=1, predict the reaction product. The product is: [F:1][C:2]1[CH:11]=[CH:10][C:9]([O:12][CH2:13][CH2:14][CH3:15])=[C:8]2[C:3]=1[C:4](=[O:25])[C:5]([C:16]1[CH:17]=[CH:18][C:19]([C:20]([N:26]3[CH2:31][CH2:30][O:29][CH2:28][CH2:27]3)=[O:21])=[CH:23][CH:24]=1)=[CH:6][NH:7]2. (5) Given the reactants [CH3:1][O:2][C:3]([C@@H:5]1[CH2:32][C@@H:31]2[CH2:33][N:6]1[C:7](=[O:40])[C@H:8]([C:36]([CH3:39])([CH3:38])[CH3:37])[NH:9][C:10](=[O:35])[O:11][C@@H:12]1[CH2:34][C@H:13]1[CH2:14][CH2:15][CH2:16][CH2:17][CH2:18][C:19]1[C:20]([O:30]2)=[N:21][C:22]2[CH:23]=[CH:24][CH:25]=[CH:26][C:27]=2[C:28]=1[OH:29])=[O:4].[C:41]([N:48]1[CH2:53][CH2:52][CH:51](O)[CH2:50][CH2:49]1)([O:43][C:44]([CH3:47])([CH3:46])[CH3:45])=[O:42], predict the reaction product. The product is: [CH3:1][O:2][C:3]([C@@H:5]1[CH2:32][C@@H:31]2[CH2:33][N:6]1[C:7](=[O:40])[C@H:8]([C:36]([CH3:37])([CH3:39])[CH3:38])[NH:9][C:10](=[O:35])[O:11][C@@H:12]1[CH2:34][C@H:13]1[CH2:14][CH2:15][CH2:16][CH2:17][CH2:18][C:19]1[C:20]([O:30]2)=[N:21][C:22]2[CH:23]=[CH:24][CH:25]=[CH:26][C:27]=2[C:28]=1[O:29][CH:51]1[CH2:52][CH2:53][N:48]([C:41]([O:43][C:44]([CH3:47])([CH3:46])[CH3:45])=[O:42])[CH2:49][CH2:50]1)=[O:4]. (6) Given the reactants [NH2:1][C@@H:2]1[C:8](=[O:9])[NH:7][C:6]2[CH:10]=[C:11]([Br:14])[CH:12]=[CH:13][C:5]=2[CH2:4][CH2:3]1.[O:15](C(OC(C)(C)C)=O)[C:16]([O:18][C:19]([CH3:22])([CH3:21])[CH3:20])=O, predict the reaction product. The product is: [C:19]([O:18][C:16](=[O:15])[NH:1][C@@H:2]1[C:8](=[O:9])[NH:7][C:6]2[CH:10]=[C:11]([Br:14])[CH:12]=[CH:13][C:5]=2[CH2:4][CH2:3]1)([CH3:22])([CH3:21])[CH3:20]. (7) Given the reactants [F:1][C:2]1[CH:3]=[C:4]([CH:9]=[CH:10][C:11]=1[N+:12]([O-])=O)[C:5]([O:7][CH3:8])=[O:6].CO, predict the reaction product. The product is: [NH2:12][C:11]1[CH:10]=[CH:9][C:4]([C:5]([O:7][CH3:8])=[O:6])=[CH:3][C:2]=1[F:1]. (8) Given the reactants [CH3:1][C:2]([CH3:29])([CH3:28])[C:3]([O:5][CH2:6][C:7]1[CH:12]=[CH:11][C:10]([C:13]2[CH:18]=[C:17]([O:19][CH3:20])[CH:16]=[CH:15][C:14]=2[F:21])=[C:9]([C:22]([NH:24][CH:25]([CH3:27])[CH3:26])=O)[CH:8]=1)=[O:4].COC1C=CC(P2(=S)SP(=S)(C3C=CC(OC)=CC=3)S2)=CC=1.O.[CH:53]([NH:55][NH2:56])=O, predict the reaction product. The product is: [CH3:29][C:2]([CH3:1])([CH3:28])[C:3]([O:5][CH2:6][C:7]1[CH:12]=[CH:11][C:10]([C:13]2[CH:18]=[C:17]([O:19][CH3:20])[CH:16]=[CH:15][C:14]=2[F:21])=[C:9]([C:22]2[N:24]([CH:25]([CH3:26])[CH3:27])[CH:53]=[N:55][N:56]=2)[CH:8]=1)=[O:4]. (9) The product is: [F:8][C:6]1[CH:7]=[CH:2][C:3]2[C:9]3[C:10]([CH:15]([CH3:16])[N:17]([S:18]([C:21]4[CH:26]=[CH:25][CH:24]=[C:23]([O:27][CH3:28])[CH:22]=4)(=[O:20])=[O:19])[C:4]=2[CH:5]=1)=[CH:11][CH:12]=[CH:13][CH:14]=3. Given the reactants F[C:2]1[CH:7]=[C:6]([F:8])[CH:5]=[CH:4][C:3]=1[C:9]1[CH:14]=[CH:13][CH:12]=[CH:11][C:10]=1[CH:15]([NH:17][S:18]([C:21]1[CH:26]=[CH:25][CH:24]=[C:23]([O:27][CH3:28])[CH:22]=1)(=[O:20])=[O:19])[CH3:16].C(=O)([O-])[O-].[K+].[K+], predict the reaction product. (10) Given the reactants [C:1]([O:5][C:6]([NH:8][C@@H:9]([C@H:17]([CH2:22][CH:23]=[CH2:24])[C:18]([O:20][CH3:21])=[O:19])[C:10](=[O:16])[N:11]1[CH2:15][CH2:14][CH2:13][CH2:12]1)=[O:7])([CH3:4])([CH3:3])[CH3:2], predict the reaction product. The product is: [C:1]([O:5][C:6]([NH:8][C@@H:9]([C@H:17]([CH2:22][CH2:23][CH3:24])[C:18]([O:20][CH3:21])=[O:19])[C:10](=[O:16])[N:11]1[CH2:12][CH2:13][CH2:14][CH2:15]1)=[O:7])([CH3:4])([CH3:3])[CH3:2].